Task: Predict the product of the given reaction.. Dataset: Forward reaction prediction with 1.9M reactions from USPTO patents (1976-2016) (1) Given the reactants C([O:8][C:9]1[C:10]([N:16]2[CH2:20][CH2:19][CH2:18][CH2:17]2)=[N:11][C:12]([CH3:15])=[CH:13][CH:14]=1)C1C=CC=CC=1, predict the reaction product. The product is: [CH3:15][C:12]1[N:11]=[C:10]([N:16]2[CH2:20][CH2:19][CH2:18][CH2:17]2)[C:9]([OH:8])=[CH:14][CH:13]=1. (2) Given the reactants C(O)(=O)CC.[BH4-].[Na+].[CH2:8]([O:10][C:11]([C@@H:13]1[CH2:18][CH2:17][C:16](=[N:19][O:20][CH2:21][C:22]2[CH:27]=[CH:26][CH:25]=[CH:24][CH:23]=2)[CH2:15][NH:14]1)=[O:12])[CH3:9].S(=O)(=O)(O)O.O.O.[C:35]([OH:40])(=[O:39])[C:36]([OH:38])=[O:37], predict the reaction product. The product is: [C:35]([OH:40])(=[O:39])[C:36]([OH:38])=[O:37].[CH2:21]([O:20][NH:19][C@H:16]1[CH2:15][NH:14][C@H:13]([C:11]([O:10][CH2:8][CH3:9])=[O:12])[CH2:18][CH2:17]1)[C:22]1[CH:23]=[CH:24][CH:25]=[CH:26][CH:27]=1. (3) Given the reactants C(OC([N:8]1[CH2:13][CH2:12][CH:11]([NH:14][C:15]2[O:16][CH:17]=[C:18]([C:20]3[CH:25]=[CH:24][CH:23]=[C:22]([O:26][CH3:27])[CH:21]=3)[N:19]=2)[CH2:10][CH2:9]1)=O)(C)(C)C.[ClH:28], predict the reaction product. The product is: [ClH:28].[ClH:28].[CH3:27][O:26][C:22]1[CH:21]=[C:20]([C:18]2[N:19]=[C:15]([NH:14][CH:11]3[CH2:12][CH2:13][NH:8][CH2:9][CH2:10]3)[O:16][CH:17]=2)[CH:25]=[CH:24][CH:23]=1. (4) Given the reactants [CH3:1][CH:2]1[CH2:7][NH:6][CH2:5][CH2:4][NH:3]1.Cl[C:9]([O:11][CH2:12][C:13]1[CH:18]=[CH:17][CH:16]=[CH:15][CH:14]=1)=[O:10], predict the reaction product. The product is: [CH3:1][CH:2]1[NH:3][CH2:4][CH2:5][N:6]([C:9]([O:11][CH2:12][C:13]2[CH:18]=[CH:17][CH:16]=[CH:15][CH:14]=2)=[O:10])[CH2:7]1. (5) Given the reactants [Si]([O:8][C:9]([CH3:31])([CH3:30])[C@H:10]([CH3:29])[C:11]([NH:13][C:14]1[N:18]([CH:19]2[CH2:22][CH2:21][CH2:20]2)[C:17]2[CH:23]=[C:24]([C:27]#[N:28])[CH:25]=[CH:26][C:16]=2[N:15]=1)=[O:12])(C(C)(C)C)(C)C.Cl.CCOC(C)=O, predict the reaction product. The product is: [C:27]([C:24]1[CH:25]=[CH:26][C:16]2[N:15]=[C:14]([NH:13][C:11](=[O:12])[C@@H:10]([CH3:29])[C:9]([OH:8])([CH3:31])[CH3:30])[N:18]([CH:19]3[CH2:22][CH2:21][CH2:20]3)[C:17]=2[CH:23]=1)#[N:28]. (6) Given the reactants C([O:3][C:4](=[O:16])[C:5]([O:8][C:9]1[CH:14]=[CH:13][C:12]([Cl:15])=[CH:11][CH:10]=1)([CH3:7])[CH3:6])C.[Li+].[OH-], predict the reaction product. The product is: [Cl:15][C:12]1[CH:11]=[CH:10][C:9]([O:8][C:5]([CH3:7])([CH3:6])[C:4]([OH:16])=[O:3])=[CH:14][CH:13]=1.